This data is from TCR-epitope binding with 47,182 pairs between 192 epitopes and 23,139 TCRs. The task is: Binary Classification. Given a T-cell receptor sequence (or CDR3 region) and an epitope sequence, predict whether binding occurs between them. The epitope is YLQPRTFLL. The TCR CDR3 sequence is CASSLVSLSLTGELFF. Result: 0 (the TCR does not bind to the epitope).